This data is from Forward reaction prediction with 1.9M reactions from USPTO patents (1976-2016). The task is: Predict the product of the given reaction. (1) Given the reactants [C:1]1([C:11]2[CH:16]=[CH:15][CH:14]=[CH:13][CH:12]=2)[CH:6]=[CH:5][CH:4]=[CH:3][C:2]=1[C:7](=[O:10])[CH2:8]Br.[C:17]([O-:20])(=[O:19])[CH3:18].[Na+], predict the reaction product. The product is: [C:1]1([C:11]2[CH:16]=[CH:15][CH:14]=[CH:13][CH:12]=2)[CH:6]=[CH:5][CH:4]=[CH:3][C:2]=1[C:7](=[O:10])[CH2:8][O:20][C:17](=[O:19])[CH3:18]. (2) Given the reactants [I-].[C:2]([O:6][C:7]([NH:9][CH2:10][C:11]1[CH:12]=[C:13]([NH:17][C@@H:18]([C:36]2[CH:41]=[CH:40][CH:39]=[CH:38][C:37]=2[Cl:42])[C:19]([NH:21][C:22]2[CH:27]=[CH:26][C:25]([N+:28]3[C@H:29](S)[CH2:30][CH2:31][C:32]=3C)=[C:24]([CH3:35])[CH:23]=2)=[O:20])[CH:14]=[CH:15][CH:16]=1)=[O:8])([CH3:5])([CH3:4])[CH3:3].[CH3:43][N:44]([CH3:48])[CH2:45][CH2:46][NH2:47], predict the reaction product. The product is: [Cl:42][C:37]1[CH:38]=[CH:39][CH:40]=[CH:41][C:36]=1[CH:18]([NH:17][C:13]1[CH:12]=[C:11]([CH:16]=[CH:15][CH:14]=1)[CH2:10][NH:9][C:7](=[O:8])[O:6][C:2]([CH3:5])([CH3:4])[CH3:3])[C:19](=[O:20])[NH:21][C:22]1[CH:27]=[CH:26][C:25]([N:28]2[CH2:29][CH2:30][CH2:31][C:32]2=[N:47][CH2:46][CH2:45][N:44]([CH3:48])[CH3:43])=[C:24]([CH3:35])[CH:23]=1. (3) Given the reactants Cl[C:2]1[N:11]=[C:10]([C:12]2[CH:17]=[CH:16][CH:15]=[CH:14][N:13]=2)[C:9]2[C:4](=[CH:5][CH:6]=[C:7]([C:18]3[O:19][CH:20]=[CH:21][CH:22]=3)[CH:8]=2)[N:3]=1.[CH3:23][O:24][C:25](=[O:40])[CH2:26][CH2:27][C:28]([C:30]1[C:38]2[C:33](=[CH:34][CH:35]=[C:36]([Br:39])[CH:37]=2)[NH:32][CH:31]=1)=[O:29].C([O-])([O-])=O.[K+].[K+].O, predict the reaction product. The product is: [CH3:23][O:24][C:25](=[O:40])[CH2:26][CH2:27][C:28]([C:30]1[C:38]2[C:33](=[CH:34][CH:35]=[C:36]([Br:39])[CH:37]=2)[N:32]([C:2]2[N:11]=[C:10]([C:12]3[CH:17]=[CH:16][CH:15]=[CH:14][N:13]=3)[C:9]3[C:4](=[CH:5][CH:6]=[C:7]([C:18]4[O:19][CH:20]=[CH:21][CH:22]=4)[CH:8]=3)[N:3]=2)[CH:31]=1)=[O:29]. (4) Given the reactants [C:1]([O:5][C:6]([N:8]1[CH2:13][CH2:12][CH:11]([C:14]2[S:15][CH:16]=[C:17]([C:19]([OH:21])=O)[N:18]=2)[CH2:10][CH2:9]1)=[O:7])([CH3:4])([CH3:3])[CH3:2].C(N(CC)CC)C.F[B-](F)(F)F.N1(OC(N(C)C)=[N+](C)C)C2C=CC=CC=2N=N1.[N:51]1([C:56]2[CH:61]=[CH:60][C:59]([NH2:62])=[CH:58][CH:57]=2)[CH:55]=[N:54][N:53]=[N:52]1, predict the reaction product. The product is: [C:1]([O:5][C:6]([N:8]1[CH2:9][CH2:10][CH:11]([C:14]2[S:15][CH:16]=[C:17]([C:19](=[O:21])[NH:62][C:59]3[CH:60]=[CH:61][C:56]([N:51]4[CH:55]=[N:54][N:53]=[N:52]4)=[CH:57][CH:58]=3)[N:18]=2)[CH2:12][CH2:13]1)=[O:7])([CH3:3])([CH3:4])[CH3:2]. (5) The product is: [Br:1][C:2]1[CH:7]=[CH:6][N:5]([CH:10]([CH3:18])[C:11]([O:13][C:14]([CH3:17])([CH3:16])[CH3:15])=[O:12])[C:4](=[O:8])[CH:3]=1. Given the reactants [Br:1][C:2]1[CH:7]=[CH:6][NH:5][C:4](=[O:8])[CH:3]=1.Br[CH:10]([CH3:18])[C:11]([O:13][C:14]([CH3:17])([CH3:16])[CH3:15])=[O:12], predict the reaction product. (6) Given the reactants [CH3:1][O:2][C:3]1[CH:4]=[C:5]2[C:10](=[CH:11][C:12]=1[O:13][CH2:14][CH2:15][N:16]1[CH2:21][CH2:20][CH2:19][CH2:18][CH2:17]1)[N:9]=[CH:8][NH:7][C:6]2=O.S(Cl)([Cl:25])=O, predict the reaction product. The product is: [ClH:25].[Cl:25][C:6]1[C:5]2[C:10](=[CH:11][C:12]([O:13][CH2:14][CH2:15][N:16]3[CH2:21][CH2:20][CH2:19][CH2:18][CH2:17]3)=[C:3]([O:2][CH3:1])[CH:4]=2)[N:9]=[CH:8][N:7]=1. (7) Given the reactants [CH2:1]([O:3][C:4](=[O:19])[C:5]1[CH:10]=[C:9]([C:11]2[CH:16]=[CH:15][C:14]([CH3:17])=[CH:13][N:12]=2)[CH:8]=[C:7](I)[CH:6]=1)[CH3:2].[CH:20]([C:23]1[N:24]=[N:25][S:26][CH:27]=1)([CH3:22])[CH3:21].C([O-])(=O)C.[K+], predict the reaction product. The product is: [CH2:1]([O:3][C:4](=[O:19])[C:5]1[CH:10]=[C:9]([C:11]2[CH:16]=[CH:15][C:14]([CH3:17])=[CH:13][N:12]=2)[CH:8]=[C:7]([C:27]2[S:26][N:25]=[N:24][C:23]=2[CH:20]([CH3:22])[CH3:21])[CH:6]=1)[CH3:2]. (8) Given the reactants [CH3:1][C:2]1([CH3:29])[CH2:7][CH2:6][C:5]([C:8]2[CH:13]=[C:12]([C:14]([CH3:18])([CH3:17])[CH2:15][OH:16])[CH:11]=[CH:10][C:9]=2[NH:19][C:20]([C:22]2[NH:23][CH:24]=[C:25]([C:27]#[N:28])[N:26]=2)=[O:21])=[CH:4][CH2:3]1.C([O-])(O)=O.[Na+].CC(OI1(OC(C)=O)(OC(C)=O)OC(=O)C2C=CC=CC1=2)=O.CCOC(C)=O, predict the reaction product. The product is: [CH3:1][C:2]1([CH3:29])[CH2:7][CH2:6][C:5]([C:8]2[CH:13]=[C:12]([C:14]([CH3:17])([CH3:18])[CH:15]=[O:16])[CH:11]=[CH:10][C:9]=2[NH:19][C:20]([C:22]2[NH:23][CH:24]=[C:25]([C:27]#[N:28])[N:26]=2)=[O:21])=[CH:4][CH2:3]1.